This data is from Full USPTO retrosynthesis dataset with 1.9M reactions from patents (1976-2016). The task is: Predict the reactants needed to synthesize the given product. Given the product [F:21][C:18]([F:19])([F:20])[C:16]1[CH:15]=[CH:14][N:13]=[C:12]([NH:11][C:8](=[O:9])[O:7][C:1]2[CH:6]=[CH:5][CH:4]=[CH:3][CH:2]=2)[CH:17]=1, predict the reactants needed to synthesize it. The reactants are: [C:1]1([O:7][C:8](Cl)=[O:9])[CH:6]=[CH:5][CH:4]=[CH:3][CH:2]=1.[NH2:11][C:12]1[CH:17]=[C:16]([C:18]([F:21])([F:20])[F:19])[CH:15]=[CH:14][N:13]=1.